This data is from Full USPTO retrosynthesis dataset with 1.9M reactions from patents (1976-2016). The task is: Predict the reactants needed to synthesize the given product. Given the product [Br:1][C:2]1[CH:9]=[CH:8][CH:7]=[CH:6][C:3]=1[N:14]=[CH:13][CH:12]([O:15][CH3:16])[O:11][CH3:10], predict the reactants needed to synthesize it. The reactants are: [Br:1][C:2]1[CH:9]=[CH:8][CH:7]=[CH:6][C:3]=1C=O.[CH3:10][O:11][CH:12]([O:15][CH3:16])[CH2:13][NH2:14].